The task is: Predict the product of the given reaction.. This data is from Forward reaction prediction with 1.9M reactions from USPTO patents (1976-2016). (1) Given the reactants Cl[C:2]1[N:7]=[N:6][C:5]([CH2:8][N:9]2[CH:14]=[C:13]3[N:15]=[C:16]([C:18]4[CH:23]=[CH:22][CH:21]=[C:20]([F:24])[C:19]=4[F:25])[N:17]=[C:12]3[CH:11]=[N:10]2)=[CH:4][CH:3]=1.[CH3:26][O:27][C:28]1[CH:33]=[C:32]([O:34][CH3:35])[CH:31]=[CH:30][C:29]=1B(O)O, predict the reaction product. The product is: [F:25][C:19]1[C:20]([F:24])=[CH:21][CH:22]=[CH:23][C:18]=1[C:16]1[N:17]=[C:12]2[CH:11]=[N:10][N:9]([CH2:8][C:5]3[N:6]=[N:7][C:2]([C:31]4[CH:30]=[CH:29][C:28]([O:27][CH3:26])=[CH:33][C:32]=4[O:34][CH3:35])=[CH:3][CH:4]=3)[CH:14]=[C:13]2[N:15]=1. (2) Given the reactants [CH3:1][O:2][C:3]1[CH:4]=[CH:5][C:6]2[N:7]([CH:9]=[C:10]([C:12]3[CH:17]=[CH:16][C:15]([CH3:18])=[C:14]([N+:19]([O-:21])=[O:20])[CH:13]=3)[N:11]=2)[N:8]=1.[Br:22]N1C(=O)CCC1=O, predict the reaction product. The product is: [Br:22][C:9]1[N:7]2[N:8]=[C:3]([O:2][CH3:1])[CH:4]=[CH:5][C:6]2=[N:11][C:10]=1[C:12]1[CH:17]=[CH:16][C:15]([CH3:18])=[C:14]([N+:19]([O-:21])=[O:20])[CH:13]=1. (3) Given the reactants [C:1]([C:3]1[CH:8]=[CH:7][CH:6]=[CH:5][C:4]=1[NH:9][C:10]1[N:27]=[C:13]2[CH:14]=[N:15][C:16]([C:18]3[CH:19]=[C:20]([CH:24]=[CH:25][CH:26]=3)[C:21]([OH:23])=O)=[CH:17][N:12]2[N:11]=1)#[N:2].CCN(C(C)C)C(C)C.[CH:37]1([NH2:42])[CH2:41][CH2:40][CH2:39][CH2:38]1.CN(C(ON1N=NC2C=CC=NC1=2)=[N+](C)C)C.F[P-](F)(F)(F)(F)F, predict the reaction product. The product is: [C:1]([C:3]1[CH:8]=[CH:7][CH:6]=[CH:5][C:4]=1[NH:9][C:10]1[N:27]=[C:13]2[CH:14]=[N:15][C:16]([C:18]3[CH:19]=[C:20]([CH:24]=[CH:25][CH:26]=3)[C:21]([NH:42][CH:37]3[CH2:41][CH2:40][CH2:39][CH2:38]3)=[O:23])=[CH:17][N:12]2[N:11]=1)#[N:2]. (4) The product is: [NH:14]1[C:15]2[C:20](=[CH:19][CH:18]=[CH:17][CH:16]=2)[C:12]([C@H:5]2[C:6]3[C:11](=[CH:10][CH:9]=[CH:8][CH:7]=3)[C@H:3]([NH:2][CH3:1])[CH2:4]2)=[CH:13]1. Given the reactants [CH3:1][NH:2][C@H:3]1[C:11]2[C:6](=[CH:7][CH:8]=[CH:9][CH:10]=2)[C@H:5]([C:12]2[C:20]3[C:15](=[CH:16][CH:17]=[CH:18][CH:19]=3)[N:14](S(C3C=CC(C)=CC=3)(=O)=O)[CH:13]=2)[CH2:4]1.[OH-].[Na+].O, predict the reaction product. (5) Given the reactants [Br:1][C:2]1[CH:7]=[CH:6][CH:5]=[CH:4][C:3]=1[OH:8].C(=O)([O-])[O-].[K+].[K+].[C:15]([O:19][C:20]([N:22]1[CH2:27][CH2:26][CH:25](OS(C)(=O)=O)[CH2:24][CH2:23]1)=[O:21])([CH3:18])([CH3:17])[CH3:16], predict the reaction product. The product is: [C:15]([O:19][C:20]([N:22]1[CH2:27][CH2:26][CH:25]([O:8][C:3]2[CH:4]=[CH:5][CH:6]=[CH:7][C:2]=2[Br:1])[CH2:24][CH2:23]1)=[O:21])([CH3:18])([CH3:16])[CH3:17]. (6) Given the reactants [CH3:1][S:2][CH2:3][CH2:4][CH2:5][NH:6][C:7]([CH:9]1[CH:13]([C:14]2[CH:19]=[CH:18][CH:17]=[C:16]([Cl:20])[CH:15]=2)[C:12]([C:23]2[CH:28]=[CH:27][C:26]([Cl:29])=[CH:25][CH:24]=2)([C:21]#[N:22])[CH:11]([CH2:30][C:31]([CH3:34])([CH3:33])[CH3:32])[NH:10]1)=[O:8].C(O)(=[O:37])C.OO.[OH2:41], predict the reaction product. The product is: [CH3:1][S:2]([CH2:3][CH2:4][CH2:5][NH:6][C:7]([CH:9]1[CH:13]([C:14]2[CH:19]=[CH:18][CH:17]=[C:16]([Cl:20])[CH:15]=2)[C:12]([C:23]2[CH:28]=[CH:27][C:26]([Cl:29])=[CH:25][CH:24]=2)([C:21]#[N:22])[CH:11]([CH2:30][C:31]([CH3:34])([CH3:33])[CH3:32])[NH:10]1)=[O:8])(=[O:37])=[O:41]. (7) The product is: [Br:1][C:2]1[CH:3]=[CH:4][CH:5]=[C:6]2[C:10]=1[NH:9][CH:8]=[C:7]2[CH3:11].[CH3:11][C:7]1[C:6]2[C:10](=[C:2]([B:41]3[O:45][C:44]([CH3:47])([CH3:46])[C:43]([CH3:49])([CH3:48])[O:42]3)[CH:3]=[CH:4][CH:5]=2)[NH:9][CH:8]=1. Given the reactants [Br:1][C:2]1[CH:3]=[CH:4][CH:5]=[C:6]2[C:10]=1[NH:9][CH:8]=[C:7]2[CH3:11].C1(P(C2CCCCC2)C2C=CC=CC=2C2C(OC)=CC=CC=2OC)CCCCC1.[B:41]1([B:41]2[O:45][C:44]([CH3:47])([CH3:46])[C:43]([CH3:49])([CH3:48])[O:42]2)[O:45][C:44]([CH3:47])([CH3:46])[C:43]([CH3:49])([CH3:48])[O:42]1.C([O-])(=O)C.[K+], predict the reaction product. (8) Given the reactants BrC1C=CC=C2C=1C(CC1C=C(OC)C=C(OC)C=1)=CC2.[CH3:22][O:23][C:24]1[CH:52]=[CH:51][C:50]([O:53][CH3:54])=[CH:49][C:25]=1[CH2:26][C:27]1(O)[C:35]2[C:30](=[CH:31][CH:32]=[CH:33][C:34]=2[CH2:36][CH2:37][C:38]2[CH:47]=[CH:46][C:41]([C:42]([O:44][CH3:45])=[O:43])=[CH:40][CH:39]=2)[CH2:29][CH2:28]1.C1(C)C=CC(S(O)(=O)=O)=CC=1, predict the reaction product. The product is: [CH3:22][O:23][C:24]1[CH:52]=[CH:51][C:50]([O:53][CH3:54])=[CH:49][C:25]=1[CH2:26][C:27]1[C:35]2[C:30](=[CH:31][CH:32]=[CH:33][C:34]=2[CH2:36][CH2:37][C:38]2[CH:39]=[CH:40][C:41]([C:42]([O:44][CH3:45])=[O:43])=[CH:46][CH:47]=2)[CH2:29][CH:28]=1.[CH3:22][O:23][C:24]1[CH:52]=[CH:51][C:50]([O:53][CH3:54])=[CH:49][C:25]=1/[CH:26]=[C:27]1\[CH2:28][CH2:29][C:30]2[C:35]\1=[C:34]([CH2:36][CH2:37][C:38]1[CH:39]=[CH:40][C:41]([C:42]([O:44][CH3:45])=[O:43])=[CH:46][CH:47]=1)[CH:33]=[CH:32][CH:31]=2. (9) Given the reactants [CH2:1]([O:3][C:4]([N:6]1[C:15]2[C:10](=[N:11][C:12]([O:16][CH3:17])=[CH:13][CH:14]=2)[C@@H:9]([NH:18][C:19]2[N:24]=[CH:23][C:22]([Br:25])=[CH:21][N:20]=2)[CH2:8][C@H:7]1[CH3:26])=[O:5])[CH3:2].[H-].[Na+].[F:29][C:30]([F:44])([F:43])[C:31]1[CH:32]=[C:33]([CH:36]=[C:37]([C:39]([F:42])([F:41])[F:40])[CH:38]=1)[CH2:34]Br.O, predict the reaction product. The product is: [CH2:1]([O:3][C:4]([N:6]1[C:15]2[C:10](=[N:11][C:12]([O:16][CH3:17])=[CH:13][CH:14]=2)[C@@H:9]([NH:18][C:19]2[N:20]=[C:21]([CH2:34][C:33]3[CH:36]=[C:37]([C:39]([F:41])([F:42])[F:40])[CH:38]=[C:31]([C:30]([F:29])([F:43])[F:44])[CH:32]=3)[C:22]([Br:25])=[CH:23][N:24]=2)[CH2:8][C@H:7]1[CH3:26])=[O:5])[CH3:2]. (10) Given the reactants [NH2:18][C:17]1[CH:19]=[C:20]([Cl:28])[C:21]([O:23][C:24]([F:27])([F:25])[F:26])=[CH:22][C:16]=1[S:15][S:15][C:16]1[CH:22]=[C:21]([O:23][C:24]([F:27])([F:26])[F:25])[C:20]([Cl:28])=[CH:19][C:17]=1[NH2:18].[CH3:29][CH:30]1[NH:35][C:34](=[O:36])[CH2:33][C:32](=O)[CH2:31]1, predict the reaction product. The product is: [Cl:28][C:20]1[C:21]([O:23][C:24]([F:25])([F:26])[F:27])=[CH:22][C:16]2[S:15][C:33]3[C:34](=[O:36])[NH:35][CH:30]([CH3:29])[CH2:31][C:32]=3[NH:18][C:17]=2[CH:19]=1.